From a dataset of Forward reaction prediction with 1.9M reactions from USPTO patents (1976-2016). Predict the product of the given reaction. (1) Given the reactants [Br:1][C:2]1[CH:7]=[CH:6][CH:5]=[C:4]([C:8]#[CH:9])[N:3]=1.[N:10]([CH2:13][C:14]([O:16][CH2:17][CH3:18])=[O:15])=[N+:11]=[N-:12].O=C1O[C@H]([C@H](CO)O)C([O-])=C1O.[Na+], predict the reaction product. The product is: [CH2:17]([O:16][C:14](=[O:15])[CH2:13][N:10]1[CH:9]=[C:8]([C:4]2[CH:5]=[CH:6][CH:7]=[C:2]([Br:1])[N:3]=2)[N:12]=[N:11]1)[CH3:18]. (2) Given the reactants C[O:2][C:3](=[O:37])[C:4]1[CH:9]=[CH:8][CH:7]=[C:6]([C:10]([N:12]2[CH2:17][CH:16]=[C:15]([C:18]3[NH:36][C:21]4[N:22]=[CH:23][N:24]=[C:25]([NH:26][C:27]5[CH:35]=[CH:34][C:30]6[N:31]=[CH:32][S:33][C:29]=6[CH:28]=5)[C:20]=4[CH:19]=3)[CH2:14][CH2:13]2)=[O:11])[CH:5]=1.[OH-].[Na+], predict the reaction product. The product is: [S:33]1[C:29]2[CH:28]=[C:27]([NH:26][C:25]3[C:20]4[CH:19]=[C:18]([C:15]5[CH2:16][CH2:17][N:12]([C:10]([C:6]6[CH:5]=[C:4]([CH:9]=[CH:8][CH:7]=6)[C:3]([OH:37])=[O:2])=[O:11])[CH2:13][CH:14]=5)[NH:36][C:21]=4[N:22]=[CH:23][N:24]=3)[CH:35]=[CH:34][C:30]=2[N:31]=[CH:32]1. (3) Given the reactants [CH3:1][O:2][C:3](=[O:12])[C:4]1[CH:9]=[CH:8][CH:7]=[C:6](I)[C:5]=1[NH2:11].[C:13]([C:15]1[CH:20]=[CH:19][C:18]([C:21]2[CH:26]=[CH:25][CH:24]=[CH:23][CH:22]=2)=[CH:17][CH:16]=1)#[CH:14], predict the reaction product. The product is: [CH3:1][O:2][C:3](=[O:12])[C:4]1[CH:9]=[CH:8][CH:7]=[C:6]([C:14]#[C:13][C:15]2[CH:20]=[CH:19][C:18]([C:21]3[CH:26]=[CH:25][CH:24]=[CH:23][CH:22]=3)=[CH:17][CH:16]=2)[C:5]=1[NH2:11]. (4) Given the reactants [Br:1][C:2]1[C:3](=[O:31])[N:4]([CH2:19][C:20]2[N:21]=[CH:22][C:23]([C:26]([O:28]CC)=[O:27])=[N:24][CH:25]=2)[C:5]([CH3:18])=[CH:6][C:7]=1[O:8][CH2:9][C:10]1[CH:15]=[CH:14][C:13]([F:16])=[CH:12][C:11]=1[F:17].[OH-].[Na+].C(O)(=O)CC(CC(O)=O)(C(O)=O)O, predict the reaction product. The product is: [Br:1][C:2]1[C:3](=[O:31])[N:4]([CH2:19][C:20]2[N:21]=[CH:22][C:23]([C:26]([OH:28])=[O:27])=[N:24][CH:25]=2)[C:5]([CH3:18])=[CH:6][C:7]=1[O:8][CH2:9][C:10]1[CH:15]=[CH:14][C:13]([F:16])=[CH:12][C:11]=1[F:17]. (5) The product is: [CH3:1][O:2][C:3](=[O:23])[CH2:4][O:5][C:6]1[CH:11]=[CH:10][C:9]([NH:12][CH3:13])=[CH:8][C:7]=1[CH2:21][CH3:22]. Given the reactants [CH3:1][O:2][C:3](=[O:23])[CH2:4][O:5][C:6]1[CH:11]=[CH:10][C:9]([N:12](C(OC(C)(C)C)=O)[CH3:13])=[CH:8][C:7]=1[CH2:21][CH3:22].C(O)(C(F)(F)F)=O, predict the reaction product. (6) Given the reactants [CH:1]1[CH:2]=[CH:3][C:4]2[S:9][N:8]=[C:7]([N:10]3[CH2:15][CH2:14][N:13]([CH2:16][CH2:17][C:18]4[CH:19]=[C:20]5[CH2:28][C:26](=[O:27])[NH:25][C:21]5=[CH:22][C:23]=4[Cl:24])[CH2:12][CH2:11]3)[C:5]=2[CH:6]=1.[CH3:29][S:30]([OH:33])(=[O:32])=[O:31], predict the reaction product. The product is: [CH3:29][S:30]([OH:33])(=[O:32])=[O:31].[CH:1]1[CH:2]=[CH:3][C:4]2[S:9][N:8]=[C:7]([N:10]3[CH2:11][CH2:12][N:13]([CH2:16][CH2:17][C:18]4[CH:19]=[C:20]5[CH2:28][C:26](=[O:27])[NH:25][C:21]5=[CH:22][C:23]=4[Cl:24])[CH2:14][CH2:15]3)[C:5]=2[CH:6]=1. (7) The product is: [Cl:1][C:2]1[CH:15]=[CH:14][C:5]([CH2:6][N:7]2[CH2:12][CH2:11][C:10](=[N:17][OH:18])[CH2:9][CH2:8]2)=[CH:4][CH:3]=1. Given the reactants [Cl:1][C:2]1[CH:15]=[CH:14][C:5]([CH2:6][N:7]2[CH2:12][CH2:11][C:10](=O)[CH2:9][CH2:8]2)=[CH:4][CH:3]=1.Cl.[NH2:17][OH:18].C([O-])(=O)C.[Na+], predict the reaction product. (8) Given the reactants [CH3:1][S:2]([C:5]1[CH:10]=[CH:9][C:8]([N:11]2[CH2:15][CH2:14][C:13]3([CH2:20][CH2:19][NH:18][CH2:17][CH2:16]3)[CH2:12]2)=[CH:7][CH:6]=1)(=[O:4])=[O:3].[CH3:21][C:22]1[C:30]([C@@H:31]2[CH2:33][O:32]2)=[CH:29][CH:28]=[C:27]2[C:23]=1[CH2:24][O:25][C:26]2=[O:34], predict the reaction product. The product is: [OH:32][C@H:31]([C:30]1[C:22]([CH3:21])=[C:23]2[C:27](=[CH:28][CH:29]=1)[C:26](=[O:34])[O:25][CH2:24]2)[CH2:33][N:18]1[CH2:19][CH2:20][C:13]2([CH2:12][N:11]([C:8]3[CH:9]=[CH:10][C:5]([S:2]([CH3:1])(=[O:3])=[O:4])=[CH:6][CH:7]=3)[CH2:15][CH2:14]2)[CH2:16][CH2:17]1. (9) The product is: [CH2:13]([C:10]1[CH:9]=[CH:8][CH:7]=[C:3]2[C:4]([NH:5][C:1](=[O:11])[C:2]=12)=[O:6])[C@H:15]1[O:17][CH2:16]1. Given the reactants [C:1]1(=[O:11])[NH:5][C:4](=[O:6])[C:3]2=[CH:7][CH:8]=[CH:9][CH:10]=[C:2]12.[K].[CH2:13]([C@@H:15]1[O:17][CH2:16]1)Cl, predict the reaction product.